Dataset: Full USPTO retrosynthesis dataset with 1.9M reactions from patents (1976-2016). Task: Predict the reactants needed to synthesize the given product. Given the product [Cl:1][C:2]1[CH:3]=[N:4][C:5]2[C:10]([C:11]=1[N:12]1[CH2:13][CH2:14][CH:15]([CH2:18][CH2:19][NH:20][CH2:41][C:38]3[CH:39]=[CH:40][C:34]4[S:33][CH2:32][C:31](=[O:30])[NH:36][C:35]=4[N:37]=3)[CH2:16][CH2:17]1)=[CH:9][C:8]([O:21][CH3:22])=[CH:7][CH:6]=2, predict the reactants needed to synthesize it. The reactants are: [Cl:1][C:2]1[CH:3]=[N:4][C:5]2[C:10]([C:11]=1[N:12]1[CH2:17][CH2:16][CH:15]([CH2:18][CH2:19][NH2:20])[CH2:14][CH2:13]1)=[CH:9][C:8]([O:21][CH3:22])=[CH:7][CH:6]=2.[O-]S([O-])(=O)=O.[Na+].[Na+].[O:30]=[C:31]1[NH:36][C:35]2[N:37]=[C:38]([CH:41]=O)[CH:39]=[CH:40][C:34]=2[S:33][CH2:32]1.[BH4-].[Na+].